The task is: Predict the product of the given reaction.. This data is from Forward reaction prediction with 1.9M reactions from USPTO patents (1976-2016). Given the reactants [CH3:1][C@@:2]12[CH:10](C(C([O-])=O)=C)[CH2:9][C@H:5]([C:6]1([CH3:8])[CH3:7])[CH2:4][CH2:3]2.[C:16]([O:20]C1CC(C)CC(C)(C)C1)(=[O:19])[CH:17]=[CH2:18].C(OC1(C(C)(C)C)CCCCC1)(=O)C=C.C(N1CCCCCC1=O)=C, predict the reaction product. The product is: [CH3:1][C@@:2]12[CH:10]([O:20][C:16]([CH:17]=[CH2:18])=[O:19])[CH2:9][C@@H:5]([C:6]1([CH3:7])[CH3:8])[CH2:4][CH2:3]2.